Dataset: Forward reaction prediction with 1.9M reactions from USPTO patents (1976-2016). Task: Predict the product of the given reaction. (1) Given the reactants [C:1]([O:5][C:6]([N:8]1[CH2:20][C@@H:19]([CH3:21])[N:18]2[C@H:10]([CH2:11][C:12]3[C:17]2=[N:16][C:15]([CH2:22]Br)=[C:14]([Br:24])[CH:13]=3)[CH2:9]1)=[O:7])([CH3:4])([CH3:3])[CH3:2].NC(N)=[S:27].[OH-].[Na+], predict the reaction product. The product is: [C:1]([O:5][C:6]([N:8]1[CH2:20][C@@H:19]([CH3:21])[N:18]2[C@H:10]([CH2:11][C:12]3[C:17]2=[N:16][C:15]([CH2:22][SH:27])=[C:14]([Br:24])[CH:13]=3)[CH2:9]1)=[O:7])([CH3:4])([CH3:3])[CH3:2]. (2) Given the reactants [I-].C[S+](C)C.[CH3:6][Si](C)(C)[N-][Si](C)(C)C.[Li+].[F:16][CH2:17][C@@H:18]1[CH2:20][O:19]1.Br[CH2:22][C:23]([O:25][C:26]([CH3:29])([CH3:28])[CH3:27])=[O:24], predict the reaction product. The product is: [F:16][CH2:17][C@@H:18]([O:19][CH2:22][C:23]([O:25][C:26]([CH3:29])([CH3:28])[CH3:27])=[O:24])[CH:20]=[CH2:6].